This data is from Catalyst prediction with 721,799 reactions and 888 catalyst types from USPTO. The task is: Predict which catalyst facilitates the given reaction. Reactant: [CH3:1][C:2]1[C:7]([NH:8][C:9]([C:11]2[CH:12]=[CH:13][C:14]3[C@@:20]4([CH2:26][C:27](F)(F)F)[CH2:21][CH2:22][C:23](=[O:25])[CH2:24][C@H:19]4[CH2:18][CH2:17][CH2:16][C:15]=3[CH:31]=2)=[O:10])=[CH:6][CH:5]=[CH:4][N:3]=1.[CH3:32][C:33]1[C:38]([NH:39][C:40]([C:42]2[CH:43]=[CH:44][C:45]3[C@:51]4([CH2:57][C:58](F)(F)F)[CH2:52][CH2:53][C:54](=[O:56])[CH2:55][C@@H:50]4[CH2:49][CH2:48][CH2:47][C:46]=3[CH:62]=2)=[O:41])=[CH:37][CH:36]=[CH:35][N:34]=1.[C:63]1([Mg]Br)[CH:68]=[CH:67][CH:66]=[CH:65][CH:64]=1. Product: [CH3:1][C:2]1[C:7]([NH:8][C:9]([C:11]2[CH:12]=[CH:13][C:14]3[C@@:20]4([CH2:26][CH3:27])[CH2:21][CH2:22][C@:23]([OH:25])([C:42]5[CH:43]=[CH:44][CH:45]=[CH:46][CH:62]=5)[CH2:24][C@H:19]4[CH2:18][CH2:17][CH2:16][C:15]=3[CH:31]=2)=[O:10])=[CH:6][CH:5]=[CH:4][N:3]=1.[CH3:32][C:33]1[C:38]([NH:39][C:40]([C:42]2[CH:43]=[CH:44][C:45]3[C@:51]4([CH2:57][CH3:58])[CH2:52][CH2:53][C@@:54]([OH:56])([C:63]5[CH:68]=[CH:67][CH:66]=[CH:65][CH:64]=5)[CH2:55][C@@H:50]4[CH2:49][CH2:48][CH2:47][C:46]=3[CH:62]=2)=[O:41])=[CH:37][CH:36]=[CH:35][N:34]=1. The catalyst class is: 1.